This data is from Catalyst prediction with 721,799 reactions and 888 catalyst types from USPTO. The task is: Predict which catalyst facilitates the given reaction. (1) Reactant: [C:1]([O:5][C:6]([NH:8][C:9]1([C:15]([O-:17])=O)[CH2:14][CH2:13][CH2:12][CH2:11][CH2:10]1)=[O:7])([CH3:4])([CH3:3])[CH3:2].[NH:18]1[CH2:22][CH2:21][CH2:20][CH2:19]1.Cl.C(N=C=NCCCN(C)C)C.ON1C2C=CC=CC=2N=N1. Product: [N:18]1([C:15]([C:9]2([NH:8][C:6](=[O:7])[O:5][C:1]([CH3:2])([CH3:3])[CH3:4])[CH2:10][CH2:11][CH2:12][CH2:13][CH2:14]2)=[O:17])[CH2:22][CH2:21][CH2:20][CH2:19]1. The catalyst class is: 2. (2) The catalyst class is: 363. Product: [ClH:37].[ClH:37].[CH:1]1([NH:6][C:7]2[N:12]=[C:11]([C:13]3[C:14]([C:30]4[CH:31]=[CH:32][C:33]([F:36])=[CH:34][CH:35]=4)=[N:15][N:16]4[CH:21]=[C:20]([NH2:22])[CH:19]=[CH:18][C:17]=34)[CH:10]=[CH:9][N:8]=2)[CH2:5][CH2:4][CH2:3][CH2:2]1. Reactant: [CH:1]1([NH:6][C:7]2[N:12]=[C:11]([C:13]3[C:14]([C:30]4[CH:35]=[CH:34][C:33]([F:36])=[CH:32][CH:31]=4)=[N:15][N:16]4[CH:21]=[C:20]([NH:22]C(=O)OC(C)(C)C)[CH:19]=[CH:18][C:17]=34)[CH:10]=[CH:9][N:8]=2)[CH2:5][CH2:4][CH2:3][CH2:2]1.[Cl-:37]. (3) Reactant: C(Cl)(=O)C(Cl)=O.CS(C)=O.[OH:11][CH2:12][CH:13]1[CH2:16][CH:15]([C:17]([O:19][CH2:20][CH3:21])=[O:18])[CH2:14]1.C(N(CC)CC)C. Product: [CH:12]([CH:13]1[CH2:14][CH:15]([C:17]([O:19][CH2:20][CH3:21])=[O:18])[CH2:16]1)=[O:11]. The catalyst class is: 2. (4) Reactant: [Br:1][C:2]1[CH:10]=[CH:9][C:5]([C:6]([OH:8])=O)=[CH:4][N:3]=1.[CH:11]1([C:14]2[CH:19]=[CH:18][C:17]([N:20]3[CH2:25][CH2:24][NH:23][CH2:22][CH2:21]3)=[C:16]([CH3:26])[CH:15]=2)[CH2:13][CH2:12]1.O.[Cl-].COC1N=C(OC)N=C([N+]2(C)CCOCC2)N=1.O. Product: [Br:1][C:2]1[N:3]=[CH:4][C:5]([C:6]([N:23]2[CH2:24][CH2:25][N:20]([C:17]3[CH:18]=[CH:19][C:14]([CH:11]4[CH2:13][CH2:12]4)=[CH:15][C:16]=3[CH3:26])[CH2:21][CH2:22]2)=[O:8])=[CH:9][CH:10]=1. The catalyst class is: 5. (5) Reactant: [O:1]1[C:5]2[CH:6]=[CH:7][CH:8]=[CH:9][C:4]=2[C:3]([CH2:10][S:11]([OH:14])(=O)=[O:12])=[N:2]1.P(Cl)(Cl)([Cl:17])=O. Product: [CH:8]1[CH:9]=[C:4]2[C:3]([CH2:10][S:11]([Cl:17])(=[O:14])=[O:12])=[N:2][O:1][C:5]2=[CH:6][CH:7]=1. The catalyst class is: 26.